This data is from Full USPTO retrosynthesis dataset with 1.9M reactions from patents (1976-2016). The task is: Predict the reactants needed to synthesize the given product. (1) The reactants are: [CH2:1]([O:3][C:4]([C:6]1[N:11]=[C:10](Br)[C:9]2[N:13]=[C:14]([C:16]3[CH:21]=[CH:20][C:19]([F:22])=[CH:18][CH:17]=3)[S:15][C:8]=2[C:7]=1[OH:23])=[O:5])[CH3:2].C[C:25]([N:27](C)C)=O. Given the product [CH2:1]([O:3][C:4]([C:6]1[N:11]=[C:10]([C:25]#[N:27])[C:9]2[N:13]=[C:14]([C:16]3[CH:21]=[CH:20][C:19]([F:22])=[CH:18][CH:17]=3)[S:15][C:8]=2[C:7]=1[OH:23])=[O:5])[CH3:2], predict the reactants needed to synthesize it. (2) The reactants are: Br[CH2:2][CH:3]1[O:8][C:7]2[CH:9]=[C:10]([S:13]([CH3:16])(=[O:15])=[O:14])[CH:11]=[CH:12][C:6]=2[CH2:5][O:4]1.[NH:17]1[CH2:22][CH2:21][CH2:20][CH2:19][CH2:18]1. Given the product [CH3:16][S:13]([C:10]1[CH:11]=[CH:12][C:6]2[CH2:5][O:4][CH:3]([CH2:2][N:17]3[CH2:22][CH2:21][CH2:20][CH2:19][CH2:18]3)[O:8][C:7]=2[CH:9]=1)(=[O:15])=[O:14], predict the reactants needed to synthesize it. (3) Given the product [Br:1][C:2]1[N:7]=[C:6]([NH:8][C:16](=[O:21])[C:17]([CH3:20])([CH3:19])[CH3:18])[CH:5]=[CH:4][CH:3]=1, predict the reactants needed to synthesize it. The reactants are: [Br:1][C:2]1[N:7]=[C:6]([NH2:8])[CH:5]=[CH:4][CH:3]=1.C(N(CC)CC)C.[C:16](Cl)(=[O:21])[C:17]([CH3:20])([CH3:19])[CH3:18].O. (4) Given the product [CH3:19][O:18][C:14]1[CH:13]=[C:12]([CH:17]=[CH:16][CH:15]=1)[CH2:11][NH:10][C:6]1[C:5]2[N:4]([N:3]=[C:2]([NH:28][C:25]3[CH:26]=[N:27][C:22]([CH3:21])=[CH:23][CH:24]=3)[N:20]=2)[CH:9]=[CH:8][CH:7]=1, predict the reactants needed to synthesize it. The reactants are: Cl[C:2]1[N:20]=[C:5]2[C:6]([NH:10][CH2:11][C:12]3[CH:17]=[CH:16][CH:15]=[C:14]([O:18][CH3:19])[CH:13]=3)=[CH:7][CH:8]=[CH:9][N:4]2[N:3]=1.[CH3:21][C:22]1[N:27]=[CH:26][C:25]([NH2:28])=[CH:24][CH:23]=1. (5) Given the product [NH2:30][C:31]1[N:36]=[CH:35][C:34]([C:2]2[N:3]=[C:4]([N:24]3[CH2:29][CH2:28][O:27][CH2:26][CH2:25]3)[C:5]3[S:10][C:9]([C:11]4[CH:12]=[C:13]([NH:17][C:18](=[O:22])[C@@H:19]([OH:21])[CH3:20])[CH:14]=[CH:15][CH:16]=4)=[C:8]([CH3:23])[C:6]=3[N:7]=2)=[CH:33][N:32]=1, predict the reactants needed to synthesize it. The reactants are: Cl[C:2]1[N:3]=[C:4]([N:24]2[CH2:29][CH2:28][O:27][CH2:26][CH2:25]2)[C:5]2[S:10][C:9]([C:11]3[CH:12]=[C:13]([NH:17][C:18](=[O:22])[C@@H:19]([OH:21])[CH3:20])[CH:14]=[CH:15][CH:16]=3)=[C:8]([CH3:23])[C:6]=2[N:7]=1.[NH2:30][C:31]1[N:36]=[CH:35][C:34](B2OC(C)(C)C(C)(C)O2)=[CH:33][N:32]=1. (6) Given the product [Cl:1][C:2]1[CH:3]=[C:4]([CH2:9][Br:12])[CH:5]=[N:6][C:7]=1[Cl:8], predict the reactants needed to synthesize it. The reactants are: [Cl:1][C:2]1[CH:3]=[C:4]([CH2:9]O)[CH:5]=[N:6][C:7]=1[Cl:8].C(Br)(Br)(Br)[Br:12].C1(P(C2C=CC=CC=2)CCCP(C2C=CC=CC=2)C2C=CC=CC=2)C=CC=CC=1.CCOCC.